Dataset: Forward reaction prediction with 1.9M reactions from USPTO patents (1976-2016). Task: Predict the product of the given reaction. (1) Given the reactants [F:1][C:2]1[C:7]([N+:8]([O-:10])=[O:9])=[CH:6][CH:5]=[CH:4][C:3]=1[CH:11]([C:13]1[C:21]2[CH:20]=[N:19][CH:18]=[N:17][C:16]=2[NH:15][CH:14]=1)[OH:12].C(=O)(O)[O-].[Na+].CC(OI1(OC(C)=O)(OC(C)=O)OC(=O)C2C=CC=CC1=2)=O.S([O-])([O-])(=O)=S.[Na+].[Na+], predict the reaction product. The product is: [F:1][C:2]1[C:7]([N+:8]([O-:10])=[O:9])=[CH:6][CH:5]=[CH:4][C:3]=1[C:11]([C:13]1[C:21]2[CH:20]=[N:19][CH:18]=[N:17][C:16]=2[NH:15][CH:14]=1)=[O:12]. (2) Given the reactants Cl[C:2]1[N:10]=[C:9]([C:11]([F:14])([F:13])[F:12])[N:8]=[C:7]2[C:3]=1[NH:4][CH:5]=[N:6]2.[CH3:15][NH:16][CH3:17].C(N(CC)CC)C.CN(C)C=O, predict the reaction product. The product is: [CH3:15][N:16]([CH3:17])[C:2]1[N:10]=[C:9]([C:11]([F:14])([F:13])[F:12])[N:8]=[C:7]2[C:3]=1[NH:4][CH:5]=[N:6]2. (3) Given the reactants [OH:1][C:2]1[CH:3]=[C:4]([C:8](=[O:10])[CH3:9])[CH:5]=[CH:6][CH:7]=1.[CH2:11](I)[CH3:12].C(=O)([O-])[O-].[K+].[K+].O, predict the reaction product. The product is: [CH2:11]([O:1][C:2]1[CH:3]=[C:4]([C:8](=[O:10])[CH3:9])[CH:5]=[CH:6][CH:7]=1)[CH3:12]. (4) Given the reactants [NH2:1][C:2]1[N:6]([C@@H:7]2[CH2:12][CH2:11][CH2:10][N:9]([C:13](=[O:19])/[CH:14]=[CH:15]/[CH:16](F)F)[CH2:8]2)[N:5]=[C:4]([C:20]2[CH:25]=[CH:24][C:23]([O:26][C:27]3[CH:32]=[CH:31][CH:30]=[C:29]([C:33]([F:36])([F:35])[F:34])[N:28]=3)=[CH:22][CH:21]=2)[C:3]=1[C:37]([NH2:39])=[O:38].C(/C=C/C(O)=O)#[N:41], predict the reaction product. The product is: [NH2:1][C:2]1[N:6]([C@@H:7]2[CH2:12][CH2:11][CH2:10][N:9]([C:13](=[O:19])/[CH:14]=[CH:15]/[C:16]#[N:41])[CH2:8]2)[N:5]=[C:4]([C:20]2[CH:21]=[CH:22][C:23]([O:26][C:27]3[CH:32]=[CH:31][CH:30]=[C:29]([C:33]([F:36])([F:34])[F:35])[N:28]=3)=[CH:24][CH:25]=2)[C:3]=1[C:37]([NH2:39])=[O:38]. (5) Given the reactants C(Cl)(=O)C(Cl)=O.CS(C)=O.[CH3:11][O:12][CH2:13][CH2:14]O.C(N(CC)CC)C.[CH3:23][O:24][C:25](=[O:37])[C:26]1[C:27](=[C:32]([NH2:36])[CH:33]=[CH:34][CH:35]=1)[C:28]([O:30][CH3:31])=[O:29].C(O)(=O)C.C(O[BH-](OC(=O)C)OC(=O)C)(=O)C.[Na+], predict the reaction product. The product is: [CH3:23][O:24][C:25](=[O:37])[C:26]1[C:27](=[C:32]([NH:36][CH2:14][CH2:13][O:12][CH3:11])[CH:33]=[CH:34][CH:35]=1)[C:28]([O:30][CH3:31])=[O:29].